The task is: Predict the reaction yield, written as a fraction of the theoretical maximum amount of product (1.0 means a 100% yield; for example, 0.34 means a 34% yield).. This data is from Reaction yield outcomes from USPTO patents with 853,638 reactions. (1) The reactants are Br[C:2]1[CH:3]=[C:4]([CH:18]=[CH:19][CH:20]=1)[C:5]([NH:7][C:8]1[CH:13]=[CH:12][CH:11]=[C:10]([C:14]([F:17])([F:16])[F:15])[CH:9]=1)=[O:6].[CH3:21][S:22][C:23]1[N:24]=[CH:25][C:26]2[CH2:32][NH:31][CH2:30][CH2:29][C:27]=2[N:28]=1.CC(C)([O-])C.[Na+]. The catalyst is C1COCC1.CCOC(C)=O.CC(OC1C=CC=C(OC(C)C)C=1C1C(P(C2CCCCC2)C2CCCCC2)=CC=CC=1)C. The product is [CH3:21][S:22][C:23]1[N:24]=[CH:25][C:26]2[CH2:32][N:31]([C:2]3[CH:3]=[C:4]([CH:18]=[CH:19][CH:20]=3)[C:5]([NH:7][C:8]3[CH:13]=[CH:12][CH:11]=[C:10]([C:14]([F:17])([F:16])[F:15])[CH:9]=3)=[O:6])[CH2:30][CH2:29][C:27]=2[N:28]=1. The yield is 0.800. (2) The reactants are [Cl:1][C:2]1[CH:3]=[C:4]([C:10]2([C:26]([F:29])([F:28])[F:27])[O:14][N:13]=[C:12]([C:15]3[S:19][C:18]([C:20]([OH:22])=O)=[C:17]4[CH2:23][CH2:24][CH2:25][C:16]=34)[CH2:11]2)[CH:5]=[C:6]([Cl:9])[C:7]=1[F:8].C(N(CC)C(C)C)(C)C.Cl.[NH2:40][CH2:41][C:42]([NH:44][CH2:45][C:46]([F:49])([F:48])[F:47])=[O:43].CN(C(ON1N=NC2C=CC=NC1=2)=[N+](C)C)C.F[P-](F)(F)(F)(F)F. The catalyst is C(Cl)Cl. The product is [Cl:1][C:2]1[CH:3]=[C:4]([C:10]2([C:26]([F:28])([F:29])[F:27])[O:14][N:13]=[C:12]([C:15]3[S:19][C:18]([C:20]([NH:40][CH2:41][C:42](=[O:43])[NH:44][CH2:45][C:46]([F:49])([F:48])[F:47])=[O:22])=[C:17]4[CH2:23][CH2:24][CH2:25][C:16]=34)[CH2:11]2)[CH:5]=[C:6]([Cl:9])[C:7]=1[F:8]. The yield is 0.846. (3) The reactants are [F:1][C:2]([F:7])([F:6])[C:3]([OH:5])=[O:4].FC(F)(F)C(O)=O.[Cl:15][C:16]1[CH:17]=[N:18][C:19]2[NH:20][C:21]3[CH:22]=[CH:23][CH:24]=[C:25]([CH:47]=3)[CH2:26][CH2:27][C:28]3[CH:36]=[C:32]([NH:33][C:34]=1[N:35]=2)[CH:31]=[CH:30][C:29]=3[NH:37][C:38](=[O:46])[CH2:39][CH:40]1[CH2:45][CH2:44][NH:43][CH2:42][CH2:41]1.[C:48](Cl)(=[O:55])[C:49]1[CH:54]=[CH:53][CH:52]=[CH:51][CH:50]=1. No catalyst specified. The product is [F:1][C:2]([F:7])([F:6])[C:3]([OH:5])=[O:4].[C:48]([N:43]1[CH2:44][CH2:45][CH:40]([CH2:39][C:38]([NH:37][C:29]2[CH:30]=[CH:31][C:32]3[NH:33][C:34]4[N:35]=[C:19]([NH:20][C:21]5[CH:22]=[CH:23][CH:24]=[C:25]([CH:47]=5)[CH2:26][CH2:27][C:28]=2[CH:36]=3)[N:18]=[CH:17][C:16]=4[Cl:15])=[O:46])[CH2:41][CH2:42]1)(=[O:55])[C:49]1[CH:54]=[CH:53][CH:52]=[CH:51][CH:50]=1. The yield is 0.580.